Dataset: Forward reaction prediction with 1.9M reactions from USPTO patents (1976-2016). Task: Predict the product of the given reaction. (1) Given the reactants C(NC(C)C)(C)C.[Li]CCCC.[CH2:13]([O:15][C:16]([CH:18]1[CH2:21][CH2:20][CH2:19]1)=[O:17])[CH3:14].[CH3:22][S:23]([O:26][C@H:27]([CH2:29][CH2:30]I)[CH3:28])(=[O:25])=[O:24], predict the reaction product. The product is: [CH3:22][S:23]([O:26][C@@H:27]([CH3:28])[CH2:29][CH2:30][C:18]1([C:16]([O:15][CH2:13][CH3:14])=[O:17])[CH2:21][CH2:20][CH2:19]1)(=[O:25])=[O:24]. (2) Given the reactants C([N:8]1[CH2:17][CH2:16][C:15]2[N:14]=[C:13]([N:18]([CH2:20][CH:21]([CH3:23])[CH3:22])[CH3:19])[CH:12]=[CH:11][C:10]=2[CH2:9]1)C1C=CC=CC=1, predict the reaction product. The product is: [CH2:20]([N:18]([CH3:19])[C:13]1[CH:12]=[CH:11][C:10]2[CH2:9][NH:8][CH2:17][CH2:16][C:15]=2[N:14]=1)[CH:21]([CH3:23])[CH3:22]. (3) Given the reactants [CH2:1]([O:3][C:4](=[O:17])[C:5]1[CH:10]=[CH:9][CH:8]=[C:7]([S:11][CH2:12][C:13](=O)[CH3:14])[C:6]=1[CH3:16])[CH3:2].Cl.[Cl:19][C:20]1[CH:21]=[C:22]([NH:26]N)[CH:23]=[CH:24][CH:25]=1, predict the reaction product. The product is: [CH2:1]([O:3][C:4](=[O:17])[C:5]1[CH:10]=[CH:9][CH:8]=[C:7]([S:11][C:12]2[C:23]3[C:22](=[CH:21][C:20]([Cl:19])=[CH:25][CH:24]=3)[NH:26][C:13]=2[CH3:14])[C:6]=1[CH3:16])[CH3:2].